The task is: Predict the reaction yield, written as a fraction of the theoretical maximum amount of product (1.0 means a 100% yield; for example, 0.34 means a 34% yield).. This data is from Reaction yield outcomes from USPTO patents with 853,638 reactions. The reactants are [C:1]([NH:4][C:5]1[CH:27]=[CH:26][N:8]([C@@H:9]2[O:25][C@H:22]([CH2:23][OH:24])[C@@H:20]([OH:21])[C@H:10]2[O:11][CH2:12][O:13][CH2:14][O:15][CH2:16][CH2:17][C:18]#[N:19])[C:7](=[O:28])[N:6]=1)(=[O:3])[CH3:2].N1C=CC=CC=1.[CH3:35][O:36][C:37]1[CH:58]=[CH:57][C:40]([C:41](Cl)([C:50]2[CH:55]=[CH:54][CH:53]=[CH:52][CH:51]=2)[C:42]2[CH:47]=[CH:46][C:45]([O:48][CH3:49])=[CH:44][CH:43]=2)=[CH:39][CH:38]=1. The catalyst is CO. The product is [C:1]([NH:4][C:5]1[CH:27]=[CH:26][N:8]([C@@H:9]2[O:25][C@H:22]([CH2:23][O:24][C:41]([C:50]3[CH:55]=[CH:54][CH:53]=[CH:52][CH:51]=3)([C:42]3[CH:47]=[CH:46][C:45]([O:48][CH3:49])=[CH:44][CH:43]=3)[C:40]3[CH:39]=[CH:38][C:37]([O:36][CH3:35])=[CH:58][CH:57]=3)[C@@H:20]([OH:21])[C@H:10]2[O:11][CH2:12][O:13][CH2:14][O:15][CH2:16][CH2:17][C:18]#[N:19])[C:7](=[O:28])[N:6]=1)(=[O:3])[CH3:2]. The yield is 0.870.